Predict the reaction yield, written as a fraction of the theoretical maximum amount of product (1.0 means a 100% yield; for example, 0.34 means a 34% yield). From a dataset of Reaction yield outcomes from USPTO patents with 853,638 reactions. (1) The reactants are [CH2:1]([C:3]1[N:8]=[C:7]([NH2:9])[CH:6]=[CH:5][CH:4]=1)[CH3:2].C1C(=O)N([Br:17])C(=O)C1. The catalyst is C(Cl)(Cl)Cl. The product is [Br:17][C:4]1[CH:5]=[CH:6][C:7]([NH2:9])=[N:8][C:3]=1[CH2:1][CH3:2]. The yield is 0.680. (2) The reactants are O=[C:2]([CH3:9])[CH2:3][C:4]([O:6][CH2:7][CH3:8])=[O:5].[NH2:10][C:11]1[CH:18]=[CH:17][CH:16]=[C:15]([O:19][CH:20]2[CH2:25][CH2:24][CH2:23][CH2:22][CH2:21]2)[C:12]=1[C:13]#[N:14].Cl[Sn](Cl)(Cl)Cl. The catalyst is C1(C)C=CC=CC=1. The product is [NH2:14][C:13]1[C:12]2[C:11](=[CH:18][CH:17]=[CH:16][C:15]=2[O:19][CH:20]2[CH2:21][CH2:22][CH2:23][CH2:24][CH2:25]2)[N:10]=[C:2]([CH3:9])[C:3]=1[C:4]([O:6][CH2:7][CH3:8])=[O:5]. The yield is 0.850. (3) The reactants are [F:1][C@@H:2]1[C@@H:7]([C:8]2[CH:13]=[CH:12][C:11]([O:14]C)=[C:10]([F:16])[CH:9]=2)[CH2:6][CH2:5][N:4]([CH:17]2[CH2:21][CH2:20][N:19]([CH2:22][C:23]3[CH:28]=[CH:27][C:26]([CH3:29])=[C:25]([F:30])[CH:24]=3)[C:18]2=[O:31])[CH2:3]1.B(Br)(Br)Br. The catalyst is C(Cl)Cl. The product is [F:1][C@@H:2]1[C@@H:7]([C:8]2[CH:13]=[CH:12][C:11]([OH:14])=[C:10]([F:16])[CH:9]=2)[CH2:6][CH2:5][N:4]([CH:17]2[CH2:21][CH2:20][N:19]([CH2:22][C:23]3[CH:28]=[CH:27][C:26]([CH3:29])=[C:25]([F:30])[CH:24]=3)[C:18]2=[O:31])[CH2:3]1. The yield is 0.370. (4) The reactants are [NH:1]([C:8]([O:10][C:11]([CH3:14])([CH3:13])[CH3:12])=[O:9])[C:2]([C:5]([OH:7])=O)([CH3:4])[CH3:3].[CH3:15][NH:16][O:17][CH3:18].Cl.CCN(C(C)C)C(C)C.C1CCC(N=C=NC2CCCCC2)CC1. The catalyst is CN(C1C=CN=CC=1)C.C(Cl)Cl. The product is [C:11]([O:10][C:8](=[O:9])[NH:1][C:2]([C:5](=[O:7])[N:16]([O:17][CH3:18])[CH3:15])([CH3:3])[CH3:4])([CH3:14])([CH3:13])[CH3:12]. The yield is 0.800. (5) The reactants are [C:1]1([N:7]2[C:12](=O)C3SC=C(C4C=CC=CC=4)C=3N=C2)[CH:6]=[CH:5][CH:4]=[CH:3][CH:2]=1.[NH2:23][C:24]1[C:28]([C:29]2[CH:34]=[CH:33][CH:32]=[CH:31][C:30]=2[Br:35])=[CH:27][S:26][C:25]=1[C:36]([O:38]C)=O.C(OCC)(OCC)OCC.[Cl:50]C1C=CC(N)=CC=1. The catalyst is C(O)(=O)C. The product is [Br:35][C:30]1[CH:31]=[CH:32][CH:33]=[CH:34][C:29]=1[C:28]1[C:24]2[N:23]=[CH:12][N:7]([C:1]3[CH:6]=[CH:5][C:4]([Cl:50])=[CH:3][CH:2]=3)[C:36](=[O:38])[C:25]=2[S:26][CH:27]=1. The yield is 0.730. (6) The reactants are [CH:1]([N:14]1[CH2:17][CH:16]([N:18]2[C:26]3[C:21](=[CH:22][CH:23]=[C:24]([F:27])[CH:25]=3)[C:20]([C:28]3[N:29]=[C:30]4[C:36]([C:37](O)=[O:38])=[CH:35][N:34]([CH2:40][O:41][CH2:42][CH2:43][Si:44]([CH3:47])([CH3:46])[CH3:45])[C:31]4=[N:32][CH:33]=3)=[N:19]2)[CH2:15]1)([C:8]1[CH:13]=[CH:12][CH:11]=[CH:10][CH:9]=1)[C:2]1[CH:7]=[CH:6][CH:5]=[CH:4][CH:3]=1.CN(C(ON1N=[N:63][C:58]2[CH:59]=CC=N[C:57]1=2)=[N+](C)C)C.F[P-](F)(F)(F)(F)F.C(N)(C)C. The catalyst is CN(C=O)C. The product is [CH:58]([NH:63][C:37]([C:36]1[C:30]2[C:31](=[N:32][CH:33]=[C:28]([C:20]3[C:21]4[C:26](=[CH:25][C:24]([F:27])=[CH:23][CH:22]=4)[N:18]([CH:16]4[CH2:17][N:14]([CH:1]([C:2]5[CH:3]=[CH:4][CH:5]=[CH:6][CH:7]=5)[C:8]5[CH:9]=[CH:10][CH:11]=[CH:12][CH:13]=5)[CH2:15]4)[N:19]=3)[N:29]=2)[N:34]([CH2:40][O:41][CH2:42][CH2:43][Si:44]([CH3:46])([CH3:47])[CH3:45])[CH:35]=1)=[O:38])([CH3:59])[CH3:57]. The yield is 0.540. (7) The reactants are [O:1]1[C:5]2([CH2:10][CH2:9][CH:8]([CH:11]([CH:13]3[CH2:22][CH2:21][C:16]4(OCC[O:17]4)[CH2:15][CH2:14]3)[OH:12])[CH2:7][CH2:6]2)OCC1.Cl. The catalyst is C1COCC1. The product is [OH:12][CH:11]([CH:8]1[CH2:7][CH2:6][C:5](=[O:1])[CH2:10][CH2:9]1)[CH:13]1[CH2:22][CH2:21][C:16](=[O:17])[CH2:15][CH2:14]1. The yield is 0.940.